From a dataset of Drug-target binding data from BindingDB using Kd measurements. Regression. Given a target protein amino acid sequence and a drug SMILES string, predict the binding affinity score between them. We predict pKd (pKd = -log10(Kd in M); higher means stronger binding). Dataset: bindingdb_kd. (1) The compound is Cc1nnc2ccc(N3CCCC3)nn12. The target protein (P07445) has sequence MNLPTAQEVQGLMARYIELVDVGDIEAIVQMYADDATVEDPFGQPPIHGREQIAAFYRQGLGGGKVRACLTGPVRASHNGCGAMPFRVEMVWNGQPCALDVIDVMRFDEHGRIQTMQAYWSEVNLSVREPQ. The pKd is 4.7. (2) The drug is COc1cccc2c1C[C@H]1C[C@@H](C(=O)N3CCN(c4ccc(C(N)=O)cc4)CC3)CN(C)[C@@H]1C2. The target protein (P28646) has sequence MFPNGTAPSPTSSPSSSPGGCGEGVCSRGPGSGAADGMEEPGRNSSQNGTLSEGQGSAILISFIYSVVCLVGLCGNSMVIYVILRYAKMKTATNIYILNLAIADELLMLSVPFLVTSTLLRHWPFGALLCRLVLSVDAVNMFTSIYCLTVLSVDRYVAVVHPIKAARYRRPTVAKVVNLGVWVLSLLVILPIVVFSRTAANSDGTVACNMLMPEPAQRWLVGFVLYTFLMGFLLPVGAICLCYVLIIAKMRMVALKAGWQQRKRSERKITLMVMMVVMVFVICWMPFYVVQLVNVFAEQDDATVSQLSVILGYANSCANPILYGFLSDNFKRSFQRILCLSWMDNAAEEPVDYYATALKSRAYSVEDFQPENLESGGVFRNGTCASRISTL. The pKd is 5.8. (3) The compound is CCOc1ccccc1-n1c(C(C)N2CCN(C(=O)COc3ccc(Cl)cc3)CC2)nc2ccccc2c1=O. The pKd is 7.0. The target protein (P45880) has sequence MATHGQTCARPMCIPPSYADLGKAARDIFNKGFGFGLVKLDVKTKSCSGVEFSTSGSSNTDTGKVTGTLETKYKWCEYGLTFTEKWNTDNTLGTEIAIEDQICQGLKLTFDTTFSPNTGKKSGKIKSSYKRECINLGCDVDFDFAGPAIHGSAVFGYEGWLAGYQMTFDSAKSKLTRNNFAVGYRTGDFQLHTNVNDGTEFGGSIYQKVCEDLDTSVNLAWTSGTNCTRFGIAAKYQLDPTASISAKVNNSSLIGVGYTQTLRPGVKLTLSALVDGKSINAGGHKVGLALELEA.